Dataset: Reaction yield outcomes from USPTO patents with 853,638 reactions. Task: Predict the reaction yield, written as a fraction of the theoretical maximum amount of product (1.0 means a 100% yield; for example, 0.34 means a 34% yield). The product is [C:1]([C:3]1[N:8]=[CH:7][C:6]([CH2:9][Br:28])=[CH:5][CH:4]=1)#[N:2]. The reactants are [C:1]([C:3]1[N:8]=[CH:7][C:6]([CH3:9])=[CH:5][CH:4]=1)#[N:2].C(OOC(=O)C1C=CC=CC=1)(=O)C1C=CC=CC=1.[Br:28]N1C(=O)CCC1=O. The catalyst is C(Cl)(Cl)(Cl)Cl. The yield is 0.510.